Predict the reaction yield, written as a fraction of the theoretical maximum amount of product (1.0 means a 100% yield; for example, 0.34 means a 34% yield). From a dataset of Reaction yield outcomes from USPTO patents with 853,638 reactions. (1) The reactants are [NH2:1][CH2:2][CH2:3][CH2:4][O:5][C:6]1[CH:23]=[CH:22][C:9]2[CH2:10][CH:11]([CH2:17][C:18]([O:20][CH3:21])=[O:19])[C:12](=[O:16])[N:13]([CH3:15])[CH2:14][C:8]=2[CH:7]=1.CS[C:26]1[NH:27][CH2:28][CH2:29][N:30]=1.C(N(C(C)C)CC)(C)C. The catalyst is CC(N(C)C)=O. The product is [NH:30]1[CH2:29][CH2:28][N:27]=[C:26]1[NH:1][CH2:2][CH2:3][CH2:4][O:5][C:6]1[CH:23]=[CH:22][C:9]2[CH2:10][CH:11]([CH2:17][C:18]([O:20][CH3:21])=[O:19])[C:12](=[O:16])[N:13]([CH3:15])[CH2:14][C:8]=2[CH:7]=1. The yield is 0.510. (2) The reactants are [F:1][C:2]1[C:11]([N+:12]([O-])=O)=[CH:10][C:9]([N+:15]([O-:17])=[O:16])=[CH:8][C:3]=1[C:4]([O:6][CH3:7])=[O:5].C1(C)C=CC=CC=1. The catalyst is CC(O)=O.[Fe]. The product is [NH2:12][C:11]1[C:2]([F:1])=[C:3]([CH:8]=[C:9]([N+:15]([O-:17])=[O:16])[CH:10]=1)[C:4]([O:6][CH3:7])=[O:5]. The yield is 0.790. (3) The reactants are [Cl:1][C:2]1[C:3](=[O:18])[N:4]([C:10]2[C:15]([F:16])=[CH:14][CH:13]=[CH:12][C:11]=2[F:17])[C:5]([CH3:9])=[CH:6][C:7]=1[OH:8].[F:19][C:20]1[CH:25]=[CH:24][CH:23]=[C:22]([F:26])[C:21]=1N1C(C)=CC(O)=CC1=O.[CH2:36]1C(=O)N(Cl)C(=O)C1. The catalyst is ClCCl. The product is [Cl:1][C:2]1[C:3](=[O:18])[N:4]([C:10]2[C:11]([F:17])=[CH:12][CH:13]=[CH:14][C:15]=2[F:16])[C:5]([CH3:9])=[CH:6][C:7]=1[O:8][CH2:36][C:25]1[CH:24]=[CH:23][C:22]([F:26])=[CH:21][C:20]=1[F:19]. The yield is 0.790. (4) The catalyst is Cl[Pd](Cl)([P](C1C=CC=CC=1)(C1C=CC=CC=1)C1C=CC=CC=1)[P](C1C=CC=CC=1)(C1C=CC=CC=1)C1C=CC=CC=1.C(#N)C. The product is [NH2:33][CH:32]([CH2:31][C:30]1[CH:37]=[CH:38][C:27]([C:2]2[CH:3]=[C:4]([NH:8][CH2:9][C:10]3[CH:15]=[CH:14][C:13]([O:16][CH3:17])=[C:12]([O:18][CH:19]4[CH2:23][CH2:22][CH2:21][CH2:20]4)[CH:11]=3)[N:5]=[CH:6][N:7]=2)=[CH:28][CH:29]=1)[C:34]([OH:36])=[O:35]. The yield is 0.0600. The reactants are Cl[C:2]1[N:7]=[CH:6][N:5]=[C:4]([NH:8][CH2:9][C:10]2[CH:15]=[CH:14][C:13]([O:16][CH3:17])=[C:12]([O:18][CH:19]3[CH2:23][CH2:22][CH2:21][CH2:20]3)[CH:11]=2)[CH:3]=1.B([C:27]1[CH:38]=[CH:37][C:30]([CH2:31][C@@H:32]([C:34]([OH:36])=[O:35])[NH2:33])=[CH:29][CH:28]=1)(O)O.C(=O)([O-])[O-].[Na+].[Na+].